This data is from Reaction yield outcomes from USPTO patents with 853,638 reactions. The task is: Predict the reaction yield, written as a fraction of the theoretical maximum amount of product (1.0 means a 100% yield; for example, 0.34 means a 34% yield). (1) The reactants are C([Li])CCC.[CH3:6][O:7][C:8]1[CH:9]=[C:10]([NH:14][C:15](=[O:20])[C:16]([CH3:19])([CH3:18])[CH3:17])[CH:11]=[CH:12][CH:13]=1.[O:21]1[CH2:23][CH2:22]1. The catalyst is CCCCCC.O1CCCC1. The product is [OH:21][CH2:22][CH2:23][C:9]1[C:8]([O:7][CH3:6])=[CH:13][CH:12]=[CH:11][C:10]=1[NH:14][C:15](=[O:20])[C:16]([CH3:17])([CH3:19])[CH3:18]. The yield is 0.530. (2) The reactants are [CH3:1][N:2]([S:22]([C:25]1[S:26][CH:27]=[CH:28][CH:29]=1)(=[O:24])=[O:23])[C:3]1[CH:4]=[C:5]([O:17][C:18]([F:21])([F:20])[F:19])[CH:6]=[C:7]2[C:11]=1[NH:10][C:9]([C:12]([O:14]CC)=[O:13])=[CH:8]2.[OH-].[Na+].O1CCCC1.C(O)(=O)CC(CC(O)=O)(C(O)=O)O. The catalyst is C(O)C. The product is [CH3:1][N:2]([S:22]([C:25]1[S:26][CH:27]=[CH:28][CH:29]=1)(=[O:23])=[O:24])[C:3]1[CH:4]=[C:5]([O:17][C:18]([F:20])([F:21])[F:19])[CH:6]=[C:7]2[C:11]=1[NH:10][C:9]([C:12]([OH:14])=[O:13])=[CH:8]2. The yield is 1.00. (3) The reactants are [F:1][C:2]([F:20])([C:16]([F:19])([F:18])[F:17])[CH2:3][N:4]=[C:5]1NC2C=CC=CC=2O[CH:6]1[CH3:15].[BH4-].[Na+].[OH2:23].[C:24]([O:27][CH2:28][CH3:29])(=O)[CH3:25]. The catalyst is CO. The product is [CH3:25][C@@H:24]1[C:5](=[O:23])[NH:4][C:3]2[CH:2]=[C:6]([CH2:5][NH:4][CH2:3][C:2]([F:1])([F:20])[C:16]([F:17])([F:18])[F:19])[CH:15]=[CH:29][C:28]=2[O:27]1. The yield is 0.550. (4) The reactants are [CH2:1]([S:3]([N:6]1[CH2:11][CH2:10][CH:9]([C:12]2[C:20]3[C:15](=[C:16]([C:29]([NH2:31])=[O:30])[CH:17]=[C:18]([C:21]4[CH:26]=[CH:25][CH:24]=[C:23]([CH:27]=O)[CH:22]=4)[CH:19]=3)[NH:14][CH:13]=2)[CH2:8][CH2:7]1)(=[O:5])=[O:4])[CH3:2].[NH:32]1[CH2:37][CH2:36][CH2:35][CH:34]([CH2:38][OH:39])[CH2:33]1.[BH-](OC(C)=O)(OC(C)=O)OC(C)=O.[Na+]. No catalyst specified. The product is [CH2:1]([S:3]([N:6]1[CH2:7][CH2:8][CH:9]([C:12]2[C:20]3[C:15](=[C:16]([C:29]([NH2:31])=[O:30])[CH:17]=[C:18]([C:21]4[CH:26]=[CH:25][CH:24]=[C:23]([CH2:27][N:32]5[CH2:37][CH2:36][CH2:35][CH:34]([CH2:38][OH:39])[CH2:33]5)[CH:22]=4)[CH:19]=3)[NH:14][CH:13]=2)[CH2:10][CH2:11]1)(=[O:5])=[O:4])[CH3:2]. The yield is 0.170. (5) The reactants are [CH2:1]([O:8][C:9]1[CH:10]=[C:11]2[C:15](=[CH:16][CH:17]=1)[NH:14][C:13]([NH2:18])=[C:12]2[C:19]#[N:20])[C:2]1[CH:7]=[CH:6][CH:5]=[CH:4][CH:3]=1.[C:21]([O-])([O-])=O.[Cs+].[Cs+].CI.O. The catalyst is CN(C=O)C. The product is [CH2:1]([O:8][C:9]1[CH:10]=[C:11]2[C:15](=[CH:16][CH:17]=1)[N:14]([CH3:21])[C:13]([NH2:18])=[C:12]2[C:19]#[N:20])[C:2]1[CH:7]=[CH:6][CH:5]=[CH:4][CH:3]=1. The yield is 0.900. (6) The reactants are [C:1]12([C:11]3[CH:21]=[CH:20][C:14]([O:15][CH2:16][C:17]([OH:19])=O)=[CH:13][CH:12]=3)[CH2:10][CH:5]3[CH2:6][CH:7]([CH2:9][CH:3]([CH2:4]3)[CH2:2]1)[CH2:8]2.[O:22]1[CH:26]=[CH:25][CH:24]=[C:23]1[CH2:27][NH2:28]. No catalyst specified. The product is [C:1]12([C:11]3[CH:12]=[CH:13][C:14]([O:15][CH2:16][C:17]([NH:28][CH2:27][C:23]4[O:22][CH:26]=[CH:25][CH:24]=4)=[O:19])=[CH:20][CH:21]=3)[CH2:8][CH:7]3[CH2:6][CH:5]([CH2:4][CH:3]([CH2:9]3)[CH2:2]1)[CH2:10]2. The yield is 0.908.